Dataset: Reaction yield outcomes from USPTO patents with 853,638 reactions. Task: Predict the reaction yield, written as a fraction of the theoretical maximum amount of product (1.0 means a 100% yield; for example, 0.34 means a 34% yield). (1) The reactants are [NH:1]1[C:7](=O)[CH2:6][CH2:5][CH2:4][C:3]2[CH:9]=[CH:10][CH:11]=[CH:12][C:2]1=2.[H-].[Al+3].[Li+].[H-].[H-].[H-]. The catalyst is O1CCCC1. The product is [NH:1]1[CH2:7][CH2:6][CH2:5][CH2:4][C:3]2[CH:9]=[CH:10][CH:11]=[CH:12][C:2]1=2. The yield is 0.850. (2) The reactants are Br[C:2]1[CH:3]=[C:4]2[C:8](=[CH:9][CH:10]=1)[NH:7][C:6](=[O:11])[C:5]2([CH2:14][CH3:15])[CH2:12][CH3:13].[Cl:16][C:17]1[CH:18]=[C:19](B(O)O)[CH:20]=[CH:21][CH:22]=1.C(=O)([O-])[O-].[K+].[K+]. The catalyst is C(COC)OC.C(O)C.O.C1C=CC([P]([Pd]([P](C2C=CC=CC=2)(C2C=CC=CC=2)C2C=CC=CC=2)([P](C2C=CC=CC=2)(C2C=CC=CC=2)C2C=CC=CC=2)[P](C2C=CC=CC=2)(C2C=CC=CC=2)C2C=CC=CC=2)(C2C=CC=CC=2)C2C=CC=CC=2)=CC=1. The product is [Cl:16][C:17]1[CH:22]=[C:21]([C:2]2[CH:3]=[C:4]3[C:8](=[CH:9][CH:10]=2)[NH:7][C:6](=[O:11])[C:5]3([CH2:14][CH3:15])[CH2:12][CH3:13])[CH:20]=[CH:19][CH:18]=1. The yield is 0.270.